This data is from Forward reaction prediction with 1.9M reactions from USPTO patents (1976-2016). The task is: Predict the product of the given reaction. (1) Given the reactants [CH3:1][C:2]1[O:6][N:5]=[C:4]([C@H:7]([NH:9]C(=O)OCC2C=CC=CC=2)[CH3:8])[N:3]=1.B(Cl)(Cl)Cl, predict the reaction product. The product is: [CH3:1][C:2]1[O:6][N:5]=[C:4]([C@H:7]([NH2:9])[CH3:8])[N:3]=1. (2) Given the reactants Cl.Cl.[CH3:3][C:4]1([CH3:25])[CH2:8][C:7]2[C:9]([CH2:13][N:14]3[CH2:19][CH2:18][C:17]4([CH2:24][CH2:23][NH:22][CH2:21][CH2:20]4)[CH2:16][CH2:15]3)=[CH:10][CH:11]=[CH:12][C:6]=2[O:5]1.C([O:28][C:29](=[O:45])[CH:30]([C:36]1[CH:44]=[N:43][CH:42]=[CH:41][C:37]=1[C:38](O)=[O:39])C(OCC)=O)C, predict the reaction product. The product is: [CH3:3][C:4]1([CH3:25])[CH2:8][C:7]2[C:9]([CH2:13][N:14]3[CH2:19][CH2:18][C:17]4([CH2:24][CH2:23][N:22]([C:38]([C:37]5[CH:41]=[CH:42][N:43]=[CH:44][C:36]=5[CH2:30][C:29]([OH:45])=[O:28])=[O:39])[CH2:21][CH2:20]4)[CH2:16][CH2:15]3)=[CH:10][CH:11]=[CH:12][C:6]=2[O:5]1. (3) Given the reactants [H-].[Na+].[N:3]1[CH:8]=[CH:7][C:6]([N:9]2[CH2:13][CH2:12][CH:11]([OH:14])[CH2:10]2)=[CH:5][CH:4]=1.Br[C:16]1[CH:21]=[CH:20][C:19]([N+:22]([O-:24])=[O:23])=[CH:18][N:17]=1, predict the reaction product. The product is: [N:3]1[CH:8]=[CH:7][C:6]([N:9]2[CH2:13][CH2:12][CH:11]([O:14][C:16]3[CH:21]=[CH:20][C:19]([N+:22]([O-:24])=[O:23])=[CH:18][N:17]=3)[CH2:10]2)=[CH:5][CH:4]=1. (4) Given the reactants [CH3:1][C:2]([CH3:26])=[CH:3][CH2:4][C:5]1[C:6]([OH:25])=[CH:7][C:8]([O:23][CH3:24])=[C:9]([C:12](/[CH:14]=[CH:15]/[C:16]2[CH:17]=[CH:18][C:19]([OH:22])=[CH:20][CH:21]=2)=[O:13])[C:10]=1[OH:11].O, predict the reaction product. The product is: [CH3:1][C:2]([CH3:26])=[CH:3][CH2:4][C:5]1[C:6]([OH:25])=[CH:7][C:8]([O:23][CH3:24])=[C:9]2[C:12](=[O:13])[CH2:14][CH:15]([C:16]3[CH:17]=[CH:18][C:19]([OH:22])=[CH:20][CH:21]=3)[O:11][C:10]=12. (5) Given the reactants C(N(CC)CC)C.[CH:8]([C:10]1[C:18]2[C:13](=[CH:14][CH:15]=[CH:16][CH:17]=2)[N:12](C(OC(C)(C)C)=O)[CH:11]=1)=[O:9].[O:26]1[CH:30]=[CH:29][CH:28]=[C:27]1[CH:31]=[N:32][C:33]1[CH:38]=[CH:37][CH:36]=[C:35]([O:39][CH3:40])[CH:34]=1, predict the reaction product. The product is: [O:26]1[CH:30]=[CH:29][CH:28]=[C:27]1[CH:31]([NH:32][C:33]1[CH:38]=[CH:37][CH:36]=[C:35]([O:39][CH3:40])[CH:34]=1)[C:8]([C:10]1[C:18]2[C:13](=[CH:14][CH:15]=[CH:16][CH:17]=2)[NH:12][CH:11]=1)=[O:9].